This data is from Peptide-MHC class I binding affinity with 185,985 pairs from IEDB/IMGT. The task is: Regression. Given a peptide amino acid sequence and an MHC pseudo amino acid sequence, predict their binding affinity value. This is MHC class I binding data. (1) The peptide sequence is KTNSTVDVR. The MHC is HLA-A33:01 with pseudo-sequence HLA-A33:01. The binding affinity (normalized) is 0.123. (2) The peptide sequence is GELDRWEKI. The MHC is HLA-B35:01 with pseudo-sequence HLA-B35:01. The binding affinity (normalized) is 0.